From a dataset of NCI-60 drug combinations with 297,098 pairs across 59 cell lines. Regression. Given two drug SMILES strings and cell line genomic features, predict the synergy score measuring deviation from expected non-interaction effect. (1) Drug 1: CC(C1=C(C=CC(=C1Cl)F)Cl)OC2=C(N=CC(=C2)C3=CN(N=C3)C4CCNCC4)N. Drug 2: CC1=CC2C(CCC3(C2CCC3(C(=O)C)OC(=O)C)C)C4(C1=CC(=O)CC4)C. Cell line: EKVX. Synergy scores: CSS=6.75, Synergy_ZIP=-3.96, Synergy_Bliss=-2.38, Synergy_Loewe=-2.29, Synergy_HSA=-1.07. (2) Drug 1: C1=CC(=CC=C1CCC2=CNC3=C2C(=O)NC(=N3)N)C(=O)NC(CCC(=O)O)C(=O)O. Drug 2: C(CN)CNCCSP(=O)(O)O. Cell line: NCI-H460. Synergy scores: CSS=39.9, Synergy_ZIP=2.61, Synergy_Bliss=2.30, Synergy_Loewe=-19.8, Synergy_HSA=2.58. (3) Synergy scores: CSS=16.4, Synergy_ZIP=-5.54, Synergy_Bliss=2.30, Synergy_Loewe=-24.3, Synergy_HSA=-1.22. Cell line: BT-549. Drug 1: CS(=O)(=O)CCNCC1=CC=C(O1)C2=CC3=C(C=C2)N=CN=C3NC4=CC(=C(C=C4)OCC5=CC(=CC=C5)F)Cl. Drug 2: CN(CC1=CN=C2C(=N1)C(=NC(=N2)N)N)C3=CC=C(C=C3)C(=O)NC(CCC(=O)O)C(=O)O. (4) Drug 1: CC=C1C(=O)NC(C(=O)OC2CC(=O)NC(C(=O)NC(CSSCCC=C2)C(=O)N1)C(C)C)C(C)C. Drug 2: C1=CC=C(C(=C1)C(C2=CC=C(C=C2)Cl)C(Cl)Cl)Cl. Cell line: SF-268. Synergy scores: CSS=64.3, Synergy_ZIP=1.43, Synergy_Bliss=-1.39, Synergy_Loewe=-68.2, Synergy_HSA=-3.65. (5) Drug 1: CN1C(=O)N2C=NC(=C2N=N1)C(=O)N. Drug 2: CNC(=O)C1=NC=CC(=C1)OC2=CC=C(C=C2)NC(=O)NC3=CC(=C(C=C3)Cl)C(F)(F)F. Cell line: HS 578T. Synergy scores: CSS=-3.70, Synergy_ZIP=0.229, Synergy_Bliss=-1.09, Synergy_Loewe=-3.52, Synergy_HSA=-3.88. (6) Drug 1: CC1=C(N=C(N=C1N)C(CC(=O)N)NCC(C(=O)N)N)C(=O)NC(C(C2=CN=CN2)OC3C(C(C(C(O3)CO)O)O)OC4C(C(C(C(O4)CO)O)OC(=O)N)O)C(=O)NC(C)C(C(C)C(=O)NC(C(C)O)C(=O)NCCC5=NC(=CS5)C6=NC(=CS6)C(=O)NCCC[S+](C)C)O. Drug 2: CCN(CC)CCCC(C)NC1=C2C=C(C=CC2=NC3=C1C=CC(=C3)Cl)OC. Cell line: HOP-62. Synergy scores: CSS=51.7, Synergy_ZIP=-8.44, Synergy_Bliss=-9.31, Synergy_Loewe=-16.0, Synergy_HSA=-4.63.